This data is from Full USPTO retrosynthesis dataset with 1.9M reactions from patents (1976-2016). The task is: Predict the reactants needed to synthesize the given product. (1) Given the product [C:11]([O:10][C:8]([NH:7][CH2:6][CH2:5][CH2:4][CH2:3][C@H:2]([NH:1][S:36]([N:35]1[CH2:34][CH2:33][O:32][C:31]1=[O:30])(=[O:38])=[O:37])[C:15]([O:17][C:18]([CH3:21])([CH3:20])[CH3:19])=[O:16])=[O:9])([CH3:12])([CH3:13])[CH3:14], predict the reactants needed to synthesize it. The reactants are: [NH2:1][C@H:2]([C:15]([O:17][C:18]([CH3:21])([CH3:20])[CH3:19])=[O:16])[CH2:3][CH2:4][CH2:5][CH2:6][NH:7][C:8]([O:10][C:11]([CH3:14])([CH3:13])[CH3:12])=[O:9].Cl.C(N(CC)CC)C.[O:30]=[C:31]1[N:35]([S:36](Cl)(=[O:38])=[O:37])[CH2:34][CH2:33][O:32]1.Cl. (2) Given the product [C:15]([C@H:12]1[CH2:13][CH2:14][C@H:9]([O:8][C:4]2[CH:3]=[C:2]([B:22]3[O:23][C:24]([CH3:26])([CH3:25])[C:20]([CH3:36])([CH3:19])[O:21]3)[CH:7]=[CH:6][CH:5]=2)[CH2:10][CH2:11]1)([CH3:18])([CH3:17])[CH3:16], predict the reactants needed to synthesize it. The reactants are: Br[C:2]1[CH:7]=[CH:6][CH:5]=[C:4]([O:8][C@H:9]2[CH2:14][CH2:13][C@H:12]([C:15]([CH3:18])([CH3:17])[CH3:16])[CH2:11][CH2:10]2)[CH:3]=1.[CH3:19][C:20]1([CH3:36])[C:24]([CH3:26])([CH3:25])[O:23][B:22]([B:22]2[O:23][C:24]([CH3:26])([CH3:25])[C:20]([CH3:36])([CH3:19])[O:21]2)[O:21]1.CC([O-])=O.[K+].C(Cl)Cl.